This data is from Full USPTO retrosynthesis dataset with 1.9M reactions from patents (1976-2016). The task is: Predict the reactants needed to synthesize the given product. (1) Given the product [F:1][C:2]1[CH:7]=[CH:6][C:5]([S:8]([NH:11][C@H:12]([CH2:28][CH:29]=[O:30])[CH2:13][N:14]2[C:18]3=[N:19][CH:20]=[CH:21][CH:22]=[C:17]3[C:16]([CH2:23][C:24]([O:26][CH3:27])=[O:25])=[CH:15]2)(=[O:10])=[O:9])=[CH:4][CH:3]=1, predict the reactants needed to synthesize it. The reactants are: [F:1][C:2]1[CH:7]=[CH:6][C:5]([S:8]([NH:11][C@H:12]([CH2:28][CH2:29][OH:30])[CH2:13][N:14]2[C:18]3=[N:19][CH:20]=[CH:21][CH:22]=[C:17]3[C:16]([CH2:23][C:24]([O:26][CH3:27])=[O:25])=[CH:15]2)(=[O:10])=[O:9])=[CH:4][CH:3]=1.CC(OI1(OC(C)=O)(OC(C)=O)OC(=O)C2C=CC=CC1=2)=O. (2) Given the product [C:14]([O:16][CH:6]([O:5][C:1]([F:2])([F:3])[F:4])[CH3:7])(=[O:15])[CH3:13], predict the reactants needed to synthesize it. The reactants are: [C:1]([O:5][CH2:6][C:7](OCC)=O)([F:4])([F:3])[F:2].F[CH2:13][C:14]([O:16]CC)=[O:15].BrCC(OCC)=O. (3) Given the product [C:3]([N:8]1[CH2:13][CH2:12][CH:11]([NH:14][C:15]([N:17]2[CH2:21][CH:20]([CH2:22][C:23]([CH3:26])([CH3:25])[CH3:24])[C:19]3([C:34]4[C:29](=[CH:30][C:31]([Cl:35])=[CH:32][CH:33]=4)[NH:28][C:27]3=[O:36])[CH:18]2[C:37]2[CH:42]=[CH:41][CH:40]=[C:39]([Cl:43])[C:38]=2[F:44])=[O:16])[CH2:10][CH2:9]1)(=[O:4])[CH3:2], predict the reactants needed to synthesize it. The reactants are: F[C:2](F)(F)[C:3](O)=[O:4].[NH:8]1[CH2:13][CH2:12][CH:11]([NH:14][C:15]([N:17]2[CH2:21][CH:20]([CH2:22][C:23]([CH3:26])([CH3:25])[CH3:24])[C:19]3([C:34]4[C:29](=[CH:30][C:31]([Cl:35])=[CH:32][CH:33]=4)[NH:28][C:27]3=[O:36])[CH:18]2[C:37]2[CH:42]=[CH:41][CH:40]=[C:39]([Cl:43])[C:38]=2[F:44])=[O:16])[CH2:10][CH2:9]1.C(N(CC)CC)C.C(Cl)(=O)C. (4) Given the product [C:1]1([CH3:9])[CH:6]=[CH:5][C:4]([N:7]([CH2:11][C:12]([O:14][CH2:15][CH3:16])=[O:13])[NH2:8])=[CH:3][CH:2]=1, predict the reactants needed to synthesize it. The reactants are: [C:1]1([CH3:9])[CH:6]=[CH:5][C:4]([NH:7][NH2:8])=[CH:3][CH:2]=1.Br[CH2:11][C:12]([O:14][CH2:15][CH3:16])=[O:13]. (5) Given the product [F:26][C:21]1[C:20]([C:27]([F:30])([F:29])[F:28])=[C:19]([CH:16]2[CH2:17][CH2:18][N:13]([C:11]([C:8]3[N:6]4[CH:7]=[C:2]([C:31]#[N:32])[CH:3]=[CH:4][C:5]4=[N:10][N:9]=3)=[O:12])[CH2:14][CH2:15]2)[CH:24]=[C:23]([F:25])[CH:22]=1, predict the reactants needed to synthesize it. The reactants are: Br[C:2]1[CH:3]=[CH:4][C:5]2[N:6]([C:8]([C:11]([N:13]3[CH2:18][CH2:17][CH:16]([C:19]4[CH:24]=[C:23]([F:25])[CH:22]=[C:21]([F:26])[C:20]=4[C:27]([F:30])([F:29])[F:28])[CH2:15][CH2:14]3)=[O:12])=[N:9][N:10]=2)[CH:7]=1.[CH3:31][N:32](C=O)C.